This data is from Reaction yield outcomes from USPTO patents with 853,638 reactions. The task is: Predict the reaction yield, written as a fraction of the theoretical maximum amount of product (1.0 means a 100% yield; for example, 0.34 means a 34% yield). The reactants are [Br:1][C:2]1[CH:7]=[CH:6][C:5]([F:8])=[CH:4][C:3]=1[C:9]1[NH:13][N:12]=[N:11][N:10]=1.IC.[C:16](=O)([O-])[O-].[K+].[K+]. The catalyst is CN(C)C=O. The product is [Br:1][C:2]1[CH:7]=[CH:6][C:5]([F:8])=[CH:4][C:3]=1[C:9]1[N:10]=[N:11][N:12]([CH3:16])[N:13]=1. The yield is 0.610.